This data is from Full USPTO retrosynthesis dataset with 1.9M reactions from patents (1976-2016). The task is: Predict the reactants needed to synthesize the given product. (1) Given the product [OH:13][C:10]1[CH:11]=[CH:12][C:7]([C:5](=[O:6])[CH:4]=[CH:20][C:19]2[CH:22]=[CH:23][C:16]([O:15][CH3:14])=[CH:17][CH:18]=2)=[CH:8][CH:9]=1, predict the reactants needed to synthesize it. The reactants are: [OH-].[Na+].O.[CH3:4][C:5]([C:7]1[CH:8]=[CH:9][C:10]([OH:13])=[CH:11][CH:12]=1)=[O:6].[CH3:14][O:15][C:16]1[CH:23]=[CH:22][C:19]([CH:20]=O)=[CH:18][CH:17]=1. (2) Given the product [F:1][C:2]1[CH:7]=[C:6]([I:8])[CH:5]=[CH:4][C:3]=1[NH:9][C:10]1[N:15]([CH3:16])[C:14](=[O:17])[C:13]2[CH:18]=[CH:19][S:20][C:12]=2[C:11]=1[C:21]([NH:23][O:24][CH2:25][CH2:26][OH:27])=[O:22], predict the reactants needed to synthesize it. The reactants are: [F:1][C:2]1[CH:7]=[C:6]([I:8])[CH:5]=[CH:4][C:3]=1[NH:9][C:10]1[N:15]([CH3:16])[C:14](=[O:17])[C:13]2[CH:18]=[CH:19][S:20][C:12]=2[C:11]=1[C:21]([NH:23][O:24][CH2:25][CH2:26][O:27]C=C)=[O:22].Cl. (3) Given the product [CH3:52][O:53][CH2:54][CH2:55][NH:56][C:20]([C:19]1[CH:18]=[N:17][N:5]2[C:6]([CH3:16])=[C:7]([CH2:8][C:9]3[CH:14]=[CH:13][C:12]4[C:11](=[CH:15][CH:32]=[CH:37][CH:36]=4)[CH:10]=3)[C:2]([CH3:1])=[N:3][C:4]=12)=[O:21], predict the reactants needed to synthesize it. The reactants are: [CH3:1][C:2]1[C:7]([CH2:8][C:9]2[CH:14]=[CH:13][CH:12]=[C:11]([CH3:15])[CH:10]=2)=[C:6]([CH3:16])[N:5]2[N:17]=[CH:18][C:19]([C:20](O)=[O:21])=[C:4]2[N:3]=1.CN(C(ON1N=NC2C=C[CH:36]=[CH:37][C:32]1=2)=[N+](C)C)C.[B-](F)(F)(F)F.C(N(CC)CC)C.[CH3:52][O:53][CH2:54][CH2:55][NH2:56].